Dataset: Experimentally validated miRNA-target interactions with 360,000+ pairs, plus equal number of negative samples. Task: Binary Classification. Given a miRNA mature sequence and a target amino acid sequence, predict their likelihood of interaction. (1) The miRNA is hsa-miR-330-5p with sequence UCUCUGGGCCUGUGUCUUAGGC. The protein sequence of the target gene is MAQVLRGTVTDFPGFDERADAETLRKAMKGLGTDEESILTLLTSRSNAQRQEISAAFKTLFGRDLLDDLKSELTGKFEKLIVALMKPSRLYDAYELKHALKGAGTNEKVLTEIIASRTPEELRAIKQVYEEEYGSSLEDDVVGDTSGYYQRMLVVLLQANRDPDAGIDEAQVEQDAQALFQAGELKWGTDEEKFITIFGTRSVSHLRKVFDKYMTISGFQIEETIDRETSGNLEQLLLAVVKSIRSIPAYLAETLYYAMKGAGTDDHTLIRVMVSRSEIDLFNIRKEFRKNFATSLYSMI.... Result: 1 (interaction). (2) The miRNA is hsa-miR-4281 with sequence GGGUCCCGGGGAGGGGGG. The protein sequence of the target gene is MSRINKNVVLALLTLTSSAFLLFQLYYYKHYLSARNGPGSSKSKGNRVGFDSTQWRAVKKFIMLTSSQNVPVFLIDPWILESINKNFEQVKNASQGPASECRFFCVPRDFTAFALQYHLWKNEDGWFRIAENMGFQCLKTESKDPRLDGIDSLSGTEIPLHYVCKLTTHAIHLVVFHERSGNYLWHGHLRLKGHMDRKFVPFRKLQFGRYPGAFDRPELQQVTVDGLDMLIPKDPGRFLEEVPHSRFIECRYKEARAFLQQYIDDNTVDAMVFRKRAKELLQLAAKTLKDLGVPFWLSSG.... Result: 0 (no interaction). (3) The miRNA is hsa-miR-3193 with sequence UCCUGCGUAGGAUCUGAGGAGU. The protein sequence of the target gene is MALRSRFWGLFSVCRNPGCRFAALSTSSEPAAKPEVDPVENEAVAPEFTNRNPRNLELLSVARKERGWRTVFPSREFWHRLRVIRTQHHVEALVEHQNGKVVVSASTREWAIKKHLYSTRNVVACESIGRVLAQRCLEAGINFMVYQPTPWEAASDSMKRLQSAMTEGGVVLREPQRIYE. Result: 0 (no interaction). (4) The miRNA is hsa-miR-6785-3p with sequence ACAUCGCCCCACCUUCCCCAG. The protein sequence of the target gene is MLPLPSCSLPILLLFLLPSVPIESQPPPSTLPPFLAPEWDLLSPRVVLSRGAPAGPPLLFLLEAGAFRESAGAPANRSRRGVSETAPASRRGELAVCDAVSGWVTDRRTAVDLRGREVEVLGEVPAAGGSPLRQYFFETRCKADNAEEGGPGAGGGGCRGVDRRHWVSECKAKQSYVRALTADAQGRVGWRWIRIDTACVCTLLSRTGRA. Result: 0 (no interaction). (5) Result: 0 (no interaction). The miRNA is dre-miR-29b with sequence UAGCACCAUUUGAAAUCAGUGU. The protein sequence of the target gene is MERGKKKRISNKLQQTFHHSKEPTFLINQAGLLSSDSYSSLSPETESVNPGENIKTDTQKKRPGTVILSKLSSRRIISESQLSPPVIPARRPGFRVCYICGREFGSQSIAIHEPQCLQKWHIENSKLPKHLRRPEPSKPQSLSSSGSYSLQATNEAAFQSAQAQLLPCESCGRTFLPDHLLVHHRSCKPKGEGPRAPHSNSSDHLTGLKKACSGTPARPRTVICYICGKEFGTLSLPIHEPKCLEKWKMENDRLPVELHQPLPQKPQPLPNAQSSQAGPNQAQLVFCPHCSRIFTSDRLL.... (6) Result: 0 (no interaction). The protein sequence of the target gene is MFHVSFRYIFGIPPLILVLLPVTSSECHIKDKEGKAYESVLMISIDELDKMTGTDSNCPNNEPNFFRKHVCDDTKEAAFLNRAARKLKQFLKMNISEEFNVHLLTVSQGTQTLVNCTSKEEKNVKEQKKNDACFLKRLLREIKTCWNKILKGSI. The miRNA is hsa-miR-627-3p with sequence UCUUUUCUUUGAGACUCACU. (7) The miRNA is mmu-miR-1194 with sequence GAAUGAGUAACUGCUAGAUCCU. The protein sequence of the target gene is MPVLSRPRPWRGNTLKRTAVLLALAAYGAHKVYPLVRQCLAPARGLQAPAGEPTQEASGVAAAKAGMNRVFLQRLLWLLRLLFPRVLCRETGLLALHSAALVSRTFLSVYVARLDGRLARCIVRKDPRAFGWQLLQWLLIALPATFVNSAIRYLEGQLALSFRSRLVAHAYRLYFSQQTYYRVSNMDGRLRNPDQSLTEDVVAFAASVAHLYSNLTKPLLDVAVTSYTLLRAARSRGAGTAWPSAIAGLVVFLTANVLRAFSPKFGELVAEEARRKGELRYMHSRVVANSEEIAFYGGHE.... Result: 0 (no interaction). (8) Result: 0 (no interaction). The protein sequence of the target gene is METESETSSLGDDSVFWLDCEGVTQLTDGDEEEREESFRKMKSSIHSEEDDFVPELHRNVHPRERPDWEETLSAMARGADVPEIPGDLTLKSCGSTASTKVKHVKKLPFTKGHFPKMAECAHFHYENVEFGSIQLSLSEEQNEVMKNGCESKELVYLVQIACQGKSWIVKRSYEDFRVLDKHLHLCIYDRRFSQLTELPRSDVLKDSPESVTQMLTAYLSRLSTIAGNKINCGPALTWMEIDNKGNHLLVHEESSINTPAVGAAHVIKRYTARAPDELTLEVGDIVSVIDMPPKVLSTWW.... The miRNA is hsa-miR-3199 with sequence AGGGACUGCCUUAGGAGAAAGUU.